From a dataset of Full USPTO retrosynthesis dataset with 1.9M reactions from patents (1976-2016). Predict the reactants needed to synthesize the given product. (1) Given the product [O:14]([CH2:21][CH2:22][NH:23][C:11]([C:9]1[NH:8][C:5]2=[CH:6][N:7]=[C:2]([Cl:1])[CH:3]=[C:4]2[CH:10]=1)=[O:13])[C:15]1[CH:20]=[CH:19][CH:18]=[CH:17][CH:16]=1, predict the reactants needed to synthesize it. The reactants are: [Cl:1][C:2]1[CH:3]=[C:4]2[CH:10]=[C:9]([C:11]([OH:13])=O)[NH:8][C:5]2=[CH:6][N:7]=1.[O:14]([CH2:21][CH2:22][NH2:23])[C:15]1[CH:20]=[CH:19][CH:18]=[CH:17][CH:16]=1. (2) The reactants are: [OH:1][C:2]1[C:3]([C:18](=O)[CH3:19])=[N:4][N:5]([CH3:17])[C:6]=1[C:7]1[CH:12]=[CH:11][C:10]([C:13]([F:16])([F:15])[F:14])=[CH:9][CH:8]=1.[CH3:21][O:22][CH2:23][CH2:24][NH:25][C:26]([C:28]1[S:29][C:30]([C:33]([NH:35][NH2:36])=[O:34])=[CH:31][CH:32]=1)=[O:27].Cl.O. Given the product [CH3:21][O:22][CH2:23][CH2:24][NH:25][C:26]([C:28]1[S:29][C:30]([C:33]([NH:35][N:36]=[C:18]([C:3]2[C:2]([OH:1])=[C:6]([C:7]3[CH:12]=[CH:11][C:10]([C:13]([F:16])([F:15])[F:14])=[CH:9][CH:8]=3)[N:5]([CH3:17])[N:4]=2)[CH3:19])=[O:34])=[CH:31][CH:32]=1)=[O:27], predict the reactants needed to synthesize it. (3) Given the product [NH2:1]/[C:2](=[N:19]\[O:20]/[C:25](=[CH:26]/[C:27]([O:29][CH3:30])=[O:28])/[C:23]([O:22][CH3:21])=[O:24])/[CH:3]([N:10]([C:11]([O:12][C:13]([CH3:14])([CH3:15])[CH3:16])=[O:17])[CH3:18])[CH2:4][CH2:5][CH2:6][CH:7]([OH:9])[CH3:8], predict the reactants needed to synthesize it. The reactants are: [NH2:1]/[C:2](=[N:19]\[OH:20])/[CH:3]([N:10]([CH3:18])[C:11](=[O:17])[O:12][C:13]([CH3:16])([CH3:15])[CH3:14])[CH2:4][CH2:5][CH2:6][CH:7]([OH:9])[CH3:8].[CH3:21][O:22][C:23]([C:25]#[C:26][C:27]([O:29][CH3:30])=[O:28])=[O:24]. (4) Given the product [F:1][C:2]([F:11])([F:12])[C:3]1[CH:4]=[C:5]([CH:8]=[CH:9][CH:10]=1)[CH2:6][NH:7][C:19]1[CH:20]=[N:21][CH:22]=[CH:14][C:15]=1[C:16]([OH:18])=[O:17], predict the reactants needed to synthesize it. The reactants are: [F:1][C:2]([F:12])([F:11])[C:3]1[CH:4]=[C:5]([CH:8]=[CH:9][CH:10]=1)[CH2:6][NH2:7].F[C:14]1[CH:22]=[N:21][CH:20]=[CH:19][C:15]=1[C:16]([OH:18])=[O:17]. (5) Given the product [Cl:22][CH2:23][C:24]([NH:8][C:6]1[CH:5]=[C:4]([N:9]2[C:13]([CH3:14])=[CH:12][C:11]([CH3:15])=[N:10]2)[N:3]=[C:2]([Cl:1])[N:7]=1)=[O:25], predict the reactants needed to synthesize it. The reactants are: [Cl:1][C:2]1[N:7]=[C:6]([NH2:8])[CH:5]=[C:4]([N:9]2[C:13]([CH3:14])=[CH:12][C:11]([CH3:15])=[N:10]2)[N:3]=1.N1C=CC=CC=1.[Cl:22][CH2:23][C:24](Cl)=[O:25]. (6) Given the product [C:20]1([N:26]([C:33]2[CH:40]=[CH:39][C:36]([CH2:37][C:10]#[N:11])=[CH:35][CH:34]=2)[C:27]2[CH:32]=[CH:31][CH:30]=[CH:29][CH:28]=2)[CH:25]=[CH:24][CH:23]=[CH:22][CH:21]=1, predict the reactants needed to synthesize it. The reactants are: C1(C)C=CC(S([CH2:10][N+:11]#[C-])(=O)=O)=CC=1.CC(C)([O-])C.[K+].[C:20]1([N:26]([C:33]2[CH:40]=[CH:39][C:36]([CH:37]=O)=[CH:35][CH:34]=2)[C:27]2[CH:32]=[CH:31][CH:30]=[CH:29][CH:28]=2)[CH:25]=[CH:24][CH:23]=[CH:22][CH:21]=1.CO. (7) Given the product [ClH:21].[CH3:1][O:2][C:3]1[CH:4]=[N:5][C:6]2[C:11]([CH:12]=1)=[CH:10][C:9]([CH2:13][C:14]([OH:16])=[O:15])=[CH:8][CH:7]=2, predict the reactants needed to synthesize it. The reactants are: [CH3:1][O:2][C:3]1[CH:4]=[N:5][C:6]2[C:11]([CH:12]=1)=[CH:10][C:9]([CH2:13][C:14]([O:16]C(C)(C)C)=[O:15])=[CH:8][CH:7]=2.[ClH:21].COC1C=NC2C(C=1)=CC(C(C)C(O)=O)=CC=2. (8) The reactants are: [I:1]I.[N+:3]([C:6]1[CH:7]=[C:8]2[C:12](=[CH:13][CH:14]=1)[NH:11][CH2:10][CH2:9]2)([O-:5])=[O:4]. Given the product [I:1][C:13]1[CH:14]=[C:6]([N+:3]([O-:5])=[O:4])[CH:7]=[C:8]2[C:12]=1[NH:11][CH2:10][CH2:9]2, predict the reactants needed to synthesize it.